Dataset: Forward reaction prediction with 1.9M reactions from USPTO patents (1976-2016). Task: Predict the product of the given reaction. Given the reactants C(OC(=O)[NH:7][C:8]1[CH:9]=[N:10][CH:11]=[CH:12][C:13]=1[C:14]1[C:15]2[O:24][C:23]([CH2:25][N:26]3[CH2:31][CH2:30][N:29]([S:32]([CH3:35])(=[O:34])=[O:33])[CH2:28][C@H:27]3[CH3:36])=[CH:22][C:16]=2[C:17](=[O:21])[N:18]([CH3:20])[CH:19]=1)(C)(C)C.C(O)(C(F)(F)F)=O, predict the reaction product. The product is: [NH2:7][C:8]1[CH:9]=[N:10][CH:11]=[CH:12][C:13]=1[C:14]1[C:15]2[O:24][C:23]([CH2:25][N:26]3[CH2:31][CH2:30][N:29]([S:32]([CH3:35])(=[O:34])=[O:33])[CH2:28][C@H:27]3[CH3:36])=[CH:22][C:16]=2[C:17](=[O:21])[N:18]([CH3:20])[CH:19]=1.